From a dataset of Forward reaction prediction with 1.9M reactions from USPTO patents (1976-2016). Predict the product of the given reaction. (1) Given the reactants FC(F)(F)C(O)=O.[C:8]([C:10]1[N:11]=[CH:12][C:13]([NH:16][C:17]2[CH:22]=[C:21]([NH:23][CH:24]3[CH2:29][CH2:28][N:27](C(OC(C)(C)C)=O)[CH2:26][CH2:25]3)[C:20]([C:37]3[CH:42]=[CH:41][C:40]([O:43][CH3:44])=[CH:39][CH:38]=3)=[CH:19][N:18]=2)=[N:14][CH:15]=1)#[N:9], predict the reaction product. The product is: [CH3:44][O:43][C:40]1[CH:41]=[CH:42][C:37]([C:20]2[C:21]([NH:23][CH:24]3[CH2:29][CH2:28][NH:27][CH2:26][CH2:25]3)=[CH:22][C:17]([NH:16][C:13]3[N:14]=[CH:15][C:10]([C:8]#[N:9])=[N:11][CH:12]=3)=[N:18][CH:19]=2)=[CH:38][CH:39]=1. (2) Given the reactants C[O:2][C:3](=O)[C:4]1[CH:9]=[CH:8][C:7]([O:10][S:11]([CH3:14])(=[O:13])=[O:12])=[CH:6][CH:5]=1.[H-].[H-].[H-].[H-].[Li+].[Al+3], predict the reaction product. The product is: [OH:2][CH2:3][C:4]1[CH:5]=[CH:6][C:7]([O:10][S:11]([CH3:14])(=[O:13])=[O:12])=[CH:8][CH:9]=1. (3) The product is: [CH2:20]([C@:13]1([CH2:12][NH:11][C:9](=[O:10])[O:8][CH2:1][C:2]2[CH:3]=[CH:4][CH:5]=[CH:6][CH:7]=2)[CH2:18][CH2:17][CH2:16][CH2:15][C:14]1=[O:19])[CH:26]=[CH2:27]. Given the reactants [CH2:1]([O:8][C:9]([NH:11][CH2:12][C:13]1([C:20](OCC=C)=O)[CH2:18][CH2:17][CH2:16][CH2:15][C:14]1=[O:19])=[O:10])[C:2]1[CH:7]=[CH:6][CH:5]=[CH:4][CH:3]=1.[CH3:26][CH2:27]OC(C)=O, predict the reaction product. (4) Given the reactants Br[C:2]1[CH:7]=[CH:6][C:5]([C:8]([OH:11])([CH3:10])[CH3:9])=[CH:4][CH:3]=1.[CH3:12][C:13]1([CH3:29])[C:17]([CH3:19])([CH3:18])[O:16][B:15]([B:15]2[O:16][C:17]([CH3:19])([CH3:18])[C:13]([CH3:29])([CH3:12])[O:14]2)[O:14]1.C(O[K])(C)=O.CCOC(C)=O, predict the reaction product. The product is: [CH3:12][C:13]1([CH3:29])[C:17]([CH3:19])([CH3:18])[O:16][B:15]([C:2]2[CH:7]=[CH:6][C:5]([C:8]([OH:11])([CH3:10])[CH3:9])=[CH:4][CH:3]=2)[O:14]1. (5) Given the reactants I[C:2]1[CH:7]=[CH:6][N:5]=[C:4]([O:8]C)[C:3]=1[C:10]1[NH:11][C:12]2[CH:18]=[C:17]([N:19]3[CH2:24][CH2:23][N:22]([C:25](=[O:27])[CH3:26])[CH2:21][CH2:20]3)[CH:16]=[C:15]([CH3:28])[C:13]=2[N:14]=1.O.[ClH:30], predict the reaction product. The product is: [C:25]([N:22]1[CH2:23][CH2:24][N:19]([C:17]2[CH:16]=[C:15]([CH3:28])[C:13]3[N:14]=[C:10]([C:3]4[C:4](=[O:8])[NH:5][CH:6]=[CH:7][C:2]=4[Cl:30])[NH:11][C:12]=3[CH:18]=2)[CH2:20][CH2:21]1)(=[O:27])[CH3:26].